From a dataset of Forward reaction prediction with 1.9M reactions from USPTO patents (1976-2016). Predict the product of the given reaction. (1) Given the reactants Br[C:2]1[CH:7]=[CH:6][C:5]([Br:8])=[CH:4][N:3]=1.[Li]CCCC.[C:14]1(=[O:19])[CH2:18][CH2:17][CH2:16][CH2:15]1.[Cl-].[NH4+], predict the reaction product. The product is: [Br:8][C:5]1[CH:6]=[CH:7][C:2]([C:14]2([OH:19])[CH2:18][CH2:17][CH2:16][CH2:15]2)=[N:3][CH:4]=1. (2) Given the reactants [Cl:1][C:2]1[S:6][C:5]([C:7]2[CH:8]=[C:9]([N:13]3[C:17]4[CH:18]=[CH:19][C:20]([CH:22](O)[CH3:23])=[CH:21][C:16]=4[N:15]=[CH:14]3)[CH:10]=[CH:11][CH:12]=2)=[N:4][CH:3]=1.C1(C)C=CC=CC=1.[N:32]12CCCN=C1CCCCC2.C1(P(N=[N+]=[N-])(C2C=CC=CC=2)=O)C=CC=CC=1, predict the reaction product. The product is: [Cl:1][C:2]1[S:6][C:5]([C:7]2[CH:8]=[C:9]([N:13]3[C:17]4[CH:18]=[CH:19][C:20]([CH:22]([NH2:32])[CH3:23])=[CH:21][C:16]=4[N:15]=[CH:14]3)[CH:10]=[CH:11][CH:12]=2)=[N:4][CH:3]=1. (3) Given the reactants [C:1]([C:5]1[CH:10]=[CH:9][C:8]([NH:11][C:12](=[O:22])[C:13]2[CH:18]=[CH:17][C:16]([C:19](=O)[CH3:20])=[CH:15][CH:14]=2)=[CH:7][CH:6]=1)([CH3:4])([CH3:3])[CH3:2].Cl.[CH3:24][O:25][NH2:26].C([O-])(=O)C.[Na+].CO, predict the reaction product. The product is: [C:1]([C:5]1[CH:6]=[CH:7][C:8]([NH:11][C:12](=[O:22])[C:13]2[CH:18]=[CH:17][C:16]([C:19](=[N:26][O:25][CH3:24])[CH3:20])=[CH:15][CH:14]=2)=[CH:9][CH:10]=1)([CH3:4])([CH3:3])[CH3:2]. (4) The product is: [CH3:20][N:8]1[C:9]2[C:10]3[N:35]=[C:33]([S:34][CH3:21])[N:32]=[CH:31][C:11]=3[CH2:12][CH2:13][C:14]=2[C:6]([C:4]([O:3][CH2:1][CH3:2])=[O:5])=[N:7]1. Given the reactants [CH2:1]([O:3][C:4]([C:6]1[C:14]2[CH2:13][CH2:12][C:11](=CN(C)C)[C:10](=O)[C:9]=2[N:8]([CH3:20])[N:7]=1)=[O:5])[CH3:2].[C:21]([O-])(=O)C.[K+].S(O)(O)(=O)=O.[CH3:31][NH:32][C:33](=[NH:35])[SH:34], predict the reaction product.